This data is from Full USPTO retrosynthesis dataset with 1.9M reactions from patents (1976-2016). The task is: Predict the reactants needed to synthesize the given product. (1) Given the product [NH2:28][C:5]1[CH:4]=[CH:3][C:2]([F:1])=[CH:7][C:6]=1[NH:8][CH:9]1[CH2:10][CH2:11][N:12]([C:15]2([CH3:27])[CH2:19][CH2:18][N:17]([C:20]([O:22][C:23]([CH3:26])([CH3:25])[CH3:24])=[O:21])[CH2:16]2)[CH2:13][CH2:14]1, predict the reactants needed to synthesize it. The reactants are: [F:1][C:2]1[CH:3]=[CH:4][C:5]([N+:28]([O-])=O)=[C:6]([NH:8][CH:9]2[CH2:14][CH2:13][N:12]([C:15]3([CH3:27])[CH2:19][CH2:18][N:17]([C:20]([O:22][C:23]([CH3:26])([CH3:25])[CH3:24])=[O:21])[CH2:16]3)[CH2:11][CH2:10]2)[CH:7]=1. (2) Given the product [Cl:1][C:2]1[CH:7]=[CH:6][C:5]([C:8]([O:10][CH3:11])=[O:9])=[CH:4][N+:3]=1[O-:14], predict the reactants needed to synthesize it. The reactants are: [Cl:1][C:2]1[CH:7]=[CH:6][C:5]([C:8]([O:10][CH3:11])=[O:9])=[CH:4][N:3]=1.NC(N)=[O:14].OO.FC(F)(F)C(OC(=O)C(F)(F)F)=O. (3) Given the product [Cl:14][C:15]1[N:16]=[C:17]([C@@H:59]2[CH2:64][C@@H:63]3[C@@H:61]([CH2:62]3)[N:60]2[C:65](=[O:78])[C@@H:66]([NH:73][C:74]([O:75][CH3:76])=[O:77])[CH:67]2[CH2:72][CH2:71][O:70][CH2:69][CH2:68]2)[NH:18][C:19]=1[C:20]1[CH:21]=[C:22]2[C:27](=[CH:28][CH:29]=1)[CH:26]=[C:25]([C:30]1[CH:35]=[CH:34][C:33]([C:36]3[N:40]=[C:39]([C@@H:41]4[CH2:46][C@@H:45]5[C@@H:43]([CH2:44]5)[N:42]4[C:47]([C@@H:48]([NH:52][C:53](=[O:54])[O:55][CH3:56])[CH:49]([CH3:51])[CH3:50])=[O:57])[NH:38][CH:37]=3)=[CH:32][CH:31]=1)[CH:24]=[CH:23]2.[Cl:58][C:37]1[N:38]=[C:39]([C@@H:41]2[CH2:46][C@@H:45]3[C@@H:43]([CH2:44]3)[N:42]2[C:47]([C@@H:48]([NH:52][C:53](=[O:54])[O:55][CH3:56])[CH:49]([CH3:50])[CH3:51])=[O:57])[NH:40][C:36]=1[C:33]1[CH:34]=[CH:35][C:30]([C:25]2[CH:24]=[CH:23][C:22]3[C:27](=[CH:28][CH:29]=[C:20]([C:19]4[N:18]=[C:17]([C@@H:59]5[CH2:64][C@@H:63]6[C@@H:61]([CH2:62]6)[N:60]5[C:65](=[O:78])[C@@H:66]([NH:73][C:74]([O:75][CH3:76])=[O:77])[CH:67]5[CH2:68][CH2:69][O:70][CH2:71][CH2:72]5)[NH:16][CH:15]=4)[CH:21]=3)[CH:26]=2)=[CH:31][CH:32]=1, predict the reactants needed to synthesize it. The reactants are: ClC1NC=CN=1.C(O)(C(F)(F)F)=O.[Cl:14][C:15]1[N:16]=[C:17]([C@@H:59]2[CH2:64][C@@H:63]3[C@@H:61]([CH2:62]3)[N:60]2[C:65](=[O:78])[C@@H:66]([NH:73][C:74](=[O:77])[O:75][CH3:76])[CH:67]2[CH2:72][CH2:71][O:70][CH2:69][CH2:68]2)[NH:18][C:19]=1[C:20]1[CH:29]=[CH:28][C:27]2[C:22](=[CH:23][CH:24]=[C:25]([C:30]3[CH:35]=[CH:34][C:33]([C:36]4[NH:40][C:39]([C@@H:41]5[CH2:46][C@@H:45]6[C@@H:43]([CH2:44]6)[N:42]5[C:47](=[O:57])[C@@H:48]([NH:52][C:53]([O:55][CH3:56])=[O:54])[CH:49]([CH3:51])[CH3:50])=[N:38][C:37]=4[Cl:58])=[CH:32][CH:31]=3)[CH:26]=2)[CH:21]=1. (4) Given the product [NH2:22][C:16]1[N:15]=[C:14]([C:8]2[N:7]=[C:6]3[C:5]4[CH:23]=[CH:24][C:2]([C:40]5[CH:39]=[N:38][N:37]([CH2:36][C:35]([CH3:51])([OH:52])[CH3:34])[CH:41]=5)=[CH:3][C:4]=4[O:13][CH2:12][CH2:11][N:10]3[CH:9]=2)[N:18]([CH:19]([CH3:21])[CH3:20])[N:17]=1, predict the reactants needed to synthesize it. The reactants are: Br[C:2]1[CH:24]=[CH:23][C:5]2[C:6]3[N:10]([CH2:11][CH2:12][O:13][C:4]=2[CH:3]=1)[CH:9]=[C:8]([C:14]1[N:18]([CH:19]([CH3:21])[CH3:20])[N:17]=[C:16]([NH2:22])[N:15]=1)[N:7]=3.C([O-])(=O)C.[K+].C(#N)C.O.[CH3:34][C:35]([OH:52])([CH3:51])[CH2:36][N:37]1[CH:41]=[C:40](B2OC(C)(C)C(C)(C)O2)[CH:39]=[N:38]1. (5) Given the product [CH2:14]([N:11]1[CH2:10][CH:9]=[C:8]([C:5]([CH3:7])([CH3:6])[CH2:4][OH:3])[CH2:13][CH2:12]1)[C:15]1[CH:20]=[CH:19][CH:18]=[CH:17][CH:16]=1, predict the reactants needed to synthesize it. The reactants are: C([O:3][C:4](=O)[C:5]([C:8]1[CH2:9][CH2:10][N:11]([CH2:14][C:15]2[CH:20]=[CH:19][CH:18]=[CH:17][CH:16]=2)[CH2:12][CH:13]=1)([CH3:7])[CH3:6])C.[H-].[H-].[H-].[H-].[Li+].[Al+3].O.[OH-].[Na+]. (6) Given the product [F:32][C:26]1[CH:27]=[CH:28][CH:29]=[C:30]([F:31])[C:25]=1[NH:24][C:22](=[O:23])[C:21]1[CH:33]=[C:17]([C:9]2[N:10]=[C:11]3[CH:16]=[CH:15][CH:14]=[CH:13][N:12]3[C:8]=2[C:6]2[CH:5]=[CH:4][N:3]=[C:2]([NH:41][C:40]3[CH:42]=[C:43]([CH3:58])[C:44]([N:46]4[CH2:51][CH2:50][CH:49]([CH2:52][CH2:53][S:54]([CH3:57])(=[O:56])=[O:55])[CH2:48][CH2:47]4)=[CH:45][C:39]=3[O:38][CH2:36][CH3:37])[N:7]=2)[CH:18]=[CH:19][C:20]=1[O:34][CH3:35], predict the reactants needed to synthesize it. The reactants are: Cl[C:2]1[N:7]=[C:6]([C:8]2[N:12]3[CH:13]=[CH:14][CH:15]=[CH:16][C:11]3=[N:10][C:9]=2[C:17]2[CH:18]=[CH:19][C:20]([O:34][CH3:35])=[C:21]([CH:33]=2)[C:22]([NH:24][C:25]2[C:30]([F:31])=[CH:29][CH:28]=[CH:27][C:26]=2[F:32])=[O:23])[CH:5]=[CH:4][N:3]=1.[CH2:36]([O:38][C:39]1[CH:45]=[C:44]([N:46]2[CH2:51][CH2:50][CH:49]([CH2:52][CH2:53][S:54]([CH3:57])(=[O:56])=[O:55])[CH2:48][CH2:47]2)[C:43]([CH3:58])=[CH:42][C:40]=1[NH2:41])[CH3:37].Cl. (7) Given the product [BrH:8].[CH3:1][CH:2]1[NH:3][CH2:4][CH2:5][N:6]([C:9]2[CH:14]=[CH:13][CH:12]=[CH:11][N:10]=2)[CH2:7]1, predict the reactants needed to synthesize it. The reactants are: [CH3:1][CH:2]1[CH2:7][NH:6][CH2:5][CH2:4][NH:3]1.[Br:8][C:9]1[CH:14]=[CH:13][CH:12]=[CH:11][N:10]=1.